Dataset: Forward reaction prediction with 1.9M reactions from USPTO patents (1976-2016). Task: Predict the product of the given reaction. (1) Given the reactants Cl[C:2]1[CH:7]=[C:6](C(OC(C)(C)C)=O)[CH:5]=[C:4]([O:15][CH3:16])[N:3]=1.[CH3:17][S-:18].[Na+].C(O)(=O)[CH2:21][C:22]([CH2:27]C(O)=O)([C:24](O)=O)[OH:23].[CH3:33]N(C=O)C, predict the reaction product. The product is: [CH3:16][O:15][C:4]1[N:3]=[C:2]([CH3:33])[CH:7]=[C:6]([C:17]([O:23][C:22]([CH3:27])([CH3:24])[CH3:21])=[S:18])[CH:5]=1. (2) Given the reactants [CH:1]1([OH:12])[CH:6]([OH:7])[CH:5]([OH:8])[CH:4]([OH:9])[CH:3]([OH:10])[CH:2]1[OH:11].B([O-])([O-])[O-].B([O-])([O-])[O-].B([O-])([O-])[O-].B([O-])([O-])[O-].[Na+].[Na+].[Na+].[Na+].[Na+].[Na+].[Na+].[Na+].[Na+].[Na+].[Na+].[Na+].B(OB([O-])[O-])([O-])[O-], predict the reaction product. The product is: [C@@H:6]1([OH:7])[C@@H:5]([OH:8])[C@H:4]([OH:9])[C@@H:3]([OH:10])[C@H:2]([OH:11])[C@H:1]1[OH:12]. (3) The product is: [NH2:11][C:9]1[N:8]=[CH:7][N:6]=[C:5]2[N:4]([C@H:12]3[CH2:17][CH2:16][C@H:15]([N:18]4[CH2:23][CH2:22][N:21]([CH3:24])[CH2:20][CH2:19]4)[CH2:14][CH2:13]3)[N:3]=[C:2]([C:30]3[CH:29]=[CH:28][C:27]([NH:41][C:42]4[S:43][C:44]5[CH:50]=[CH:49][CH:48]=[CH:47][C:45]=5[N:46]=4)=[C:26]([F:25])[CH:31]=3)[C:10]=12. Given the reactants I[C:2]1[C:10]2[C:5](=[N:6][CH:7]=[N:8][C:9]=2[NH2:11])[N:4]([C@H:12]2[CH2:17][CH2:16][C@H:15]([N:18]3[CH2:23][CH2:22][N:21]([CH3:24])[CH2:20][CH2:19]3)[CH2:14][CH2:13]2)[N:3]=1.[F:25][C:26]1[CH:31]=[C:30](B2OC(C)(C)C(C)(C)O2)[CH:29]=[CH:28][C:27]=1[NH:41][C:42]1[S:43][C:44]2[CH:50]=[CH:49][CH:48]=[CH:47][C:45]=2[N:46]=1, predict the reaction product. (4) Given the reactants Cl.Cl.[NH2:3][C:4]1[C:12]([NH2:13])=[CH:11][CH:10]=[CH:9][C:5]=1[C:6]([NH2:8])=[O:7].NC1C(N)=CC([Cl:25])=CC=1C(N)=O.[C@:26]12([C:33](O)=O)[CH2:32][C@H:29]([CH2:30][CH2:31]1)[CH2:28][NH:27]2.C12(C(O)=O)NC(CC1)CC2, predict the reaction product. The product is: [C:26]12([C:33]3[NH:13][C:12]4[CH:11]=[CH:10][C:9]([Cl:25])=[C:5]([C:6]([NH2:8])=[O:7])[C:4]=4[N:3]=3)[NH:27][CH:28]([CH2:29][CH2:32]1)[CH2:30][CH2:31]2. (5) Given the reactants Cl[CH:2]1[CH2:7][CH2:6][CH2:5][CH2:4][N:3]1C(O)=O.[OH:11][C:12]1[C:16]2[CH:17]=[CH:18][CH:19]=[CH:20][C:15]=2[O:14][C:13]=1[C:21]([NH2:23])=[O:22], predict the reaction product. The product is: [NH:3]1[CH2:2][CH2:7][CH:6]([O:11][C:12]2[C:16]3[CH:17]=[CH:18][CH:19]=[CH:20][C:15]=3[O:14][C:13]=2[C:21]([NH2:23])=[O:22])[CH2:5][CH2:4]1. (6) Given the reactants [F:1][C:2]1[CH:3]=[C:4]([NH:9][C@H:10]2[CH2:13][C@@H:12]([O:14][CH3:15])[CH2:11]2)[C:5]([NH2:8])=[CH:6][CH:7]=1.[C:16]([O:20][C:21]([NH:23][C@@H:24]([CH3:28])[C:25](O)=O)=[O:22])([CH3:19])([CH3:18])[CH3:17].C1C=NC2N(O)N=NC=2C=1.CCN=C=NCCCN(C)C.Cl, predict the reaction product. The product is: [C:16]([O:20][C:21](=[O:22])[NH:23][C@H:24]([C:25]1[N:9]([C@H:10]2[CH2:11][C@@H:12]([O:14][CH3:15])[CH2:13]2)[C:4]2[CH:3]=[C:2]([F:1])[CH:7]=[CH:6][C:5]=2[N:8]=1)[CH3:28])([CH3:19])([CH3:18])[CH3:17].